From a dataset of Reaction yield outcomes from USPTO patents with 853,638 reactions. Predict the reaction yield, written as a fraction of the theoretical maximum amount of product (1.0 means a 100% yield; for example, 0.34 means a 34% yield). (1) The reactants are [F:1][C:2]1[CH:7]=[CH:6][C:5]([C:8]2[C:9](=[O:24])[NH:10][N:11]=[CH:12][C:13]=2[C:14]2[CH:19]=[CH:18][C:17]([S:20]([CH3:23])(=[O:22])=[O:21])=[CH:16][CH:15]=2)=[CH:4][CH:3]=1.[C:25]12([O:35][C:36](F)=[O:37])[CH2:34][CH:29]3[CH2:30][CH:31]([CH2:33][CH:27]([CH2:28]3)[CH2:26]1)[CH2:32]2.CN(C1C=CC=CN=1)C.C(N(CC)CC)C. The catalyst is C(Cl)Cl. The product is [C:25]12([O:35][C:36]([N:10]3[C:9](=[O:24])[C:8]([C:5]4[CH:6]=[CH:7][C:2]([F:1])=[CH:3][CH:4]=4)=[C:13]([C:14]4[CH:19]=[CH:18][C:17]([S:20]([CH3:23])(=[O:22])=[O:21])=[CH:16][CH:15]=4)[CH:12]=[N:11]3)=[O:37])[CH2:34][CH:29]3[CH2:30][CH:31]([CH2:33][CH:27]([CH2:28]3)[CH2:26]1)[CH2:32]2. The yield is 0.180. (2) The reactants are [Br:1][C:2]1[CH:24]=[C:23]2[C:5]([CH2:6][C:7]3([C:16]42[NH:20][C:19](=S)[C:18]([CH3:22])=[N:17]4)[CH2:12][CH2:11][CH:10]([CH:13]([F:15])[F:14])[CH2:9][CH2:8]3)=[CH:4][CH:3]=1.[NH3:25]. No catalyst specified. The product is [Br:1][C:2]1[CH:24]=[C:23]2[C:5]([CH2:6][C:7]3([C:16]42[N:20]=[C:19]([NH2:25])[C:18]([CH3:22])=[N:17]4)[CH2:12][CH2:11][CH:10]([CH:13]([F:15])[F:14])[CH2:9][CH2:8]3)=[CH:4][CH:3]=1. The yield is 0.420. (3) The reactants are [CH2:1]1[C:9]2[C:4](=[CH:5][CH:6]=[CH:7][CH:8]=2)[CH2:3][CH:2]1[NH:10][C:11]([C:13]1[CH:35]=[CH:34][C:16]([O:17][C:18]2[CH:27]=[C:26]3[C:21]([CH:22]([C:28]([O:30]C)=[O:29])[CH2:23][CH2:24][O:25]3)=[CH:20][C:19]=2[C:32]#[N:33])=[CH:15][CH:14]=1)=[O:12].[OH-].[Na+].O.CO. The product is [CH2:1]1[C:9]2[C:4](=[CH:5][CH:6]=[CH:7][CH:8]=2)[CH2:3][CH:2]1[NH:10][C:11]([C:13]1[CH:35]=[CH:34][C:16]([O:17][C:18]2[CH:27]=[C:26]3[C:21]([CH:22]([C:28]([OH:30])=[O:29])[CH2:23][CH2:24][O:25]3)=[CH:20][C:19]=2[C:32]#[N:33])=[CH:15][CH:14]=1)=[O:12]. The yield is 0.860. The catalyst is C1COCC1.Cl.C(OCC)(=O)C. (4) The reactants are [F:1][C:2]1[CH:8]=[C:7]([I:9])[CH:6]=[CH:5][C:3]=1[NH2:4].C[Si](C)(C)[N-][Si](C)(C)C.[Li+].F[C:21]1[C:26]([F:27])=[C:25]([F:28])[CH:24]=[C:23]([F:29])[C:22]=1[N+:30]([O-:32])=[O:31].C(OCC)(=O)C. The catalyst is C1COCC1. The product is [F:1][C:2]1[CH:8]=[C:7]([I:9])[CH:6]=[CH:5][C:3]=1[NH:4][C:21]1[C:22]([N+:30]([O-:32])=[O:31])=[C:23]([F:29])[CH:24]=[C:25]([F:28])[C:26]=1[F:27]. The yield is 0.592. (5) The reactants are [Cl:1][C:2]1[CH:3]=[C:4]([C:9](=O)[CH2:10][C:11](=O)[C:12]([F:15])([F:14])[F:13])[CH:5]=[CH:6][C:7]=1[F:8].[NH2:18][C:19]1[C:23]([C:24]#[N:25])=[C:22]([CH3:26])[NH:21][N:20]=1. No catalyst specified. The product is [Cl:1][C:2]1[CH:3]=[C:4]([C:9]2[CH:10]=[C:11]([C:12]([F:15])([F:14])[F:13])[N:20]3[N:21]=[C:22]([CH3:26])[C:23]([C:24]#[N:25])=[C:19]3[N:18]=2)[CH:5]=[CH:6][C:7]=1[F:8]. The yield is 0.690. (6) The reactants are [F:1][C@H:2]1[C@H:7]([O:8][C:9]2[CH:10]=[CH:11][CH:12]=[C:13]3[C:18]=2[N:17]=[C:16]([C:19]2[N:23]4[CH:24]=[CH:25][C:26]([O:28][CH2:29][CH2:30][O:31][CH3:32])=[CH:27][C:22]4=[N:21][CH:20]=2)[CH:15]=[C:14]3[C:33]2[O:37][CH:36]=[N:35][CH:34]=2)[CH2:6][CH2:5][N:4](C(OC(C)(C)C)=O)[CH2:3]1.C(O)(C(F)(F)F)=O. The catalyst is C(Cl)Cl. The product is [F:1][C@H:2]1[C@H:7]([O:8][C:9]2[CH:10]=[CH:11][CH:12]=[C:13]3[C:18]=2[N:17]=[C:16]([C:19]2[N:23]4[CH:24]=[CH:25][C:26]([O:28][CH2:29][CH2:30][O:31][CH3:32])=[CH:27][C:22]4=[N:21][CH:20]=2)[CH:15]=[C:14]3[C:33]2[O:37][CH:36]=[N:35][CH:34]=2)[CH2:6][CH2:5][NH:4][CH2:3]1. The yield is 0.600. (7) The reactants are [Br:1][C:2]1[CH:7]=[CH:6][C:5]([S:8](Cl)(=[O:10])=[O:9])=[CH:4][CH:3]=1.[C:12]([O:16][C:17]([N:19]1[CH2:26][C:23]2([CH2:25][CH2:24]2)[NH:22][CH2:21][CH2:20]1)=[O:18])([CH3:15])([CH3:14])[CH3:13].CCN(CC)CC. The catalyst is C1COCC1. The product is [Br:1][C:2]1[CH:7]=[CH:6][C:5]([S:8]([N:22]2[CH2:21][CH2:20][N:19]([C:17]([O:16][C:12]([CH3:15])([CH3:14])[CH3:13])=[O:18])[CH2:26][C:23]32[CH2:24][CH2:25]3)(=[O:10])=[O:9])=[CH:4][CH:3]=1. The yield is 0.900. (8) The product is [CH:18]1([CH2:21][N:10]2[CH2:11][C:5]3[CH:4]=[C:3]([O:2][CH3:1])[C:14]([N+:15]([O-:17])=[O:16])=[CH:13][C:6]=3[NH:7][C:8](=[O:12])[CH2:9]2)[CH2:20][CH2:19]1. The reactants are [CH3:1][O:2][C:3]1[C:14]([N+:15]([O-:17])=[O:16])=[CH:13][C:6]2[NH:7][C:8](=[O:12])[CH2:9][NH:10][CH2:11][C:5]=2[CH:4]=1.[CH:18]1([CH:21]=O)[CH2:20][CH2:19]1.C(O)(=O)C.C(O[BH-](OC(=O)C)OC(=O)C)(=O)C.[Na+]. The catalyst is ClCCl.CO. The yield is 0.800. (9) The reactants are [O:1]([C:8]1[CH:9]=[C:10]([NH2:14])[CH:11]=[CH:12][CH:13]=1)[C:2]1[CH:7]=[CH:6][CH:5]=[CH:4][CH:3]=1.[N:15]([O-])=O.[Na+].O.O.Cl[Sn]Cl.[CH3:24][C:25]([CH3:32])([CH3:31])[C:26](=O)[CH2:27][C:28]#[N:29]. The catalyst is O.Cl.CCO. The product is [C:25]([C:26]1[CH:27]=[C:28]([NH2:29])[N:14]([C:10]2[CH:11]=[CH:12][CH:13]=[C:8]([O:1][C:2]3[CH:3]=[CH:4][CH:5]=[CH:6][CH:7]=3)[CH:9]=2)[N:15]=1)([CH3:32])([CH3:31])[CH3:24]. The yield is 0.170.